Dataset: Reaction yield outcomes from USPTO patents with 853,638 reactions. Task: Predict the reaction yield, written as a fraction of the theoretical maximum amount of product (1.0 means a 100% yield; for example, 0.34 means a 34% yield). (1) The reactants are [CH3:1][N:2]1[C:6]2=[N:7][C:8]([CH3:11])=[CH:9][CH:10]=[C:5]2[N:4]=[N:3]1.CON(C)[C:15]([C:17]1[CH:22]=[CH:21][CH:20]=[C:19]([CH3:23])[N:18]=1)=[O:16].C[Si](C)(C)[N-][Si](C)(C)C.[Li+].Cl.C(=O)([O-])O.[Na+]. The yield is 0.300. The product is [CH3:23][C:19]1[N:18]=[C:17]([C:15](=[O:16])[CH2:11][C:8]2[N:7]=[C:6]3[N:2]([CH3:1])[N:3]=[N:4][C:5]3=[CH:10][CH:9]=2)[CH:22]=[CH:21][CH:20]=1. The catalyst is ClCCl.CO.O1CCCC1. (2) The reactants are [CH3:1][C:2]1[NH:11][C:5]2[N:6]=[CH:7][CH:8]=[C:9]([OH:10])[C:4]=2[CH:3]=1.[F:12][C:13]1[CH:14]=[C:15]([N+:20]([O-:22])=[O:21])[CH:16]=[CH:17][C:18]=1F.C(=O)([O-])[O-].[K+].[K+]. The catalyst is CN(C=O)C.O. The product is [F:12][C:13]1[CH:14]=[C:15]([N+:20]([O-:22])=[O:21])[CH:16]=[CH:17][C:18]=1[O:10][C:9]1[CH:8]=[CH:7][N:6]=[C:5]2[NH:11][C:2]([CH3:1])=[CH:3][C:4]=12. The yield is 0.460. (3) The reactants are [Br:1]N1C(=O)CCC1=O.[CH3:9][O:10][C:11]1[CH:12]=[C:13]2[C:17](=[CH:18][CH:19]=1)[CH2:16][CH2:15][CH2:14]2. The catalyst is C(#N)C.O. The product is [Br:1][C:19]1[CH:18]=[C:17]2[C:13](=[CH:12][C:11]=1[O:10][CH3:9])[CH2:14][CH2:15][CH2:16]2. The yield is 1.00. (4) The reactants are [I:1][C:2]1[CH:3]=[N:4][NH:5][CH:6]=1.C(=O)([O-])[O-].[K+].[K+].[CH2:13](Br)[C:14]1[CH:19]=[CH:18][CH:17]=[CH:16][CH:15]=1. The catalyst is CC(C)=O. The product is [CH2:13]([N:4]1[CH:3]=[C:2]([I:1])[CH:6]=[N:5]1)[C:14]1[CH:19]=[CH:18][CH:17]=[CH:16][CH:15]=1. The yield is 0.970. (5) The reactants are C(O[CH:4]1[CH2:9][CH2:8][CH2:7][N:6]([C:10]2[N:11]=[C:12]3[CH:22]=[C:21]([CH2:23][CH2:24][C:25]4[S:26][CH:27]=[C:28]([CH:30]([CH3:32])[CH3:31])[N:29]=4)[C:20]([F:33])=[CH:19][N:13]3[C:14](=[O:18])[C:15]=2[CH:16]=O)[CH2:5]1)=O.[C:34]([O:38][C:39]([CH:41]=P(C1C=CC=CC=1)(C1C=CC=CC=1)C1C=CC=CC=1)=[O:40])([CH3:37])([CH3:36])[CH3:35].[O:61]1CCC[CH2:62]1. No catalyst specified. The product is [F:33][C:20]1[C:21]([CH2:23][CH2:24][C:25]2[S:26][CH:27]=[C:28]([CH:30]([CH3:32])[CH3:31])[N:29]=2)=[CH:22][C:12]2[N:13]([CH:19]=1)[C:14](=[O:18])[C:15](/[CH:16]=[CH:41]/[C:39]([O:38][C:34]([CH3:35])([CH3:36])[CH3:37])=[O:40])=[C:10]([N:6]1[CH2:7][CH2:8][CH2:9][CH:4]([CH:62]=[O:61])[CH2:5]1)[N:11]=2. The yield is 0.840.